Predict the reactants needed to synthesize the given product. From a dataset of Full USPTO retrosynthesis dataset with 1.9M reactions from patents (1976-2016). (1) Given the product [CH2:1]([NH:13][C:22](=[O:21])[C:23]1[CH:24]=[C:25]([C:43]2[CH:48]=[CH:47][CH:46]=[C:45]([C:49]([F:51])([F:52])[F:50])[CH:44]=2)[C:26]([O:39][CH2:40][CH2:41][OH:42])=[C:27]([C:29]2[CH:34]=[CH:33][CH:32]=[C:31]([C:35]([F:38])([F:37])[F:36])[CH:30]=2)[CH:28]=1)[CH2:2][CH2:3][CH2:4][CH2:5][CH2:6][CH2:7][CH2:8][CH2:9][CH2:10][CH2:11][CH3:12], predict the reactants needed to synthesize it. The reactants are: [CH2:1]([NH2:13])[CH2:2][CH2:3][CH2:4][CH2:5][CH2:6][CH2:7][CH2:8][CH2:9][CH2:10][CH2:11][CH3:12].[Li]CCCC.C([O:21][C:22](=O)[C:23]1[CH:28]=[C:27]([C:29]2[CH:34]=[CH:33][CH:32]=[C:31]([C:35]([F:38])([F:37])[F:36])[CH:30]=2)[C:26]([O:39][CH2:40][CH2:41][OH:42])=[C:25]([C:43]2[CH:48]=[CH:47][CH:46]=[C:45]([C:49]([F:52])([F:51])[F:50])[CH:44]=2)[CH:24]=1)C.Cl. (2) Given the product [CH2:24]([N:31]1[CH:35]=[C:34]([CH2:36][NH:1][C:2]2[CH:3]=[C:4]3[C:9](=[C:10]([Cl:12])[CH:11]=2)[N:8]=[CH:7][C:6]([C:13]#[N:14])=[C:5]3[NH:15][C:16]2[CH:21]=[CH:20][C:19]([F:22])=[C:18]([Cl:23])[CH:17]=2)[N:33]=[N:32]1)[C:25]1[CH:26]=[CH:27][CH:28]=[CH:29][CH:30]=1, predict the reactants needed to synthesize it. The reactants are: [NH2:1][C:2]1[CH:3]=[C:4]2[C:9](=[C:10]([Cl:12])[CH:11]=1)[N:8]=[CH:7][C:6]([C:13]#[N:14])=[C:5]2[NH:15][C:16]1[CH:21]=[CH:20][C:19]([F:22])=[C:18]([Cl:23])[CH:17]=1.[CH2:24]([N:31]1[CH:35]=[C:34]([CH:36]=O)[N:33]=[N:32]1)[C:25]1[CH:30]=[CH:29][CH:28]=[CH:27][CH:26]=1.[BH3-]C#N.[Na+]. (3) Given the product [CH3:17][O:18][C:19]1[CH:20]=[CH:21][C:22]([C@H:25]([NH:27][C:13](=[O:15])[CH2:12][C:9]2[CH:8]=[CH:7][C:6]([N:1]3[CH2:2][CH2:3][CH2:4][CH2:5]3)=[CH:11][CH:10]=2)[CH3:26])=[N:23][CH:24]=1, predict the reactants needed to synthesize it. The reactants are: [N:1]1([C:6]2[CH:11]=[CH:10][C:9]([CH2:12][C:13]([OH:15])=O)=[CH:8][CH:7]=2)[CH2:5][CH2:4][CH2:3][CH2:2]1.Cl.[CH3:17][O:18][C:19]1[CH:20]=[CH:21][C:22]([C@H:25]([NH2:27])[CH3:26])=[N:23][CH:24]=1.CN(C(ON1N=NC2C=CC=NC1=2)=[N+](C)C)C.F[P-](F)(F)(F)(F)F.C(N(CC)C(C)C)(C)C. (4) Given the product [Br:8][C:9]1[CH:14]=[CH:13][C:12]([C:15]2[O:24][C:23]3[C:18](=[N:19][CH:20]=[CH:21][CH:22]=3)[CH:16]=2)=[CH:11][CH:10]=1, predict the reactants needed to synthesize it. The reactants are: C(N(CC)CC)C.[Br:8][C:9]1[CH:14]=[CH:13][C:12]([C:15]#[CH:16])=[CH:11][CH:10]=1.I[C:18]1[C:23]([OH:24])=[CH:22][CH:21]=[CH:20][N:19]=1.O. (5) Given the product [CH3:23][C:18]1([CH3:24])[C:19]([CH3:22])([CH3:21])[O:20][B:16]([C:2]2[CH:3]=[C:4]([N:8]3[CH2:13][CH2:12][S:11](=[O:15])(=[O:14])[CH2:10][CH2:9]3)[CH:5]=[CH:6][CH:7]=2)[O:17]1, predict the reactants needed to synthesize it. The reactants are: Br[C:2]1[CH:3]=[C:4]([N:8]2[CH2:13][CH2:12][S:11](=[O:15])(=[O:14])[CH2:10][CH2:9]2)[CH:5]=[CH:6][CH:7]=1.[B:16]1([B:16]2[O:20][C:19]([CH3:22])([CH3:21])[C:18]([CH3:24])([CH3:23])[O:17]2)[O:20][C:19]([CH3:22])([CH3:21])[C:18]([CH3:24])([CH3:23])[O:17]1.C(Cl)Cl.C([O-])(=O)C. (6) The reactants are: [F:1][C:2]1[CH:37]=[C:36]([N+:38]([O-])=O)[CH:35]=[CH:34][C:3]=1[O:4][C:5]1[CH:10]=[CH:9][N:8]=[C:7]2[CH:11]=[C:12]([C:14]3[CH:33]=[CH:32][C:17]([CH2:18][N:19]4[CH2:24][CH2:23][N:22]([C:25]([O:27][C:28]([CH3:31])([CH3:30])[CH3:29])=[O:26])[CH2:21][CH2:20]4)=[CH:16][CH:15]=3)[S:13][C:6]=12.[NH4+].[Cl-]. Given the product [NH2:38][C:36]1[CH:35]=[CH:34][C:3]([O:4][C:5]2[CH:10]=[CH:9][N:8]=[C:7]3[CH:11]=[C:12]([C:14]4[CH:33]=[CH:32][C:17]([CH2:18][N:19]5[CH2:20][CH2:21][N:22]([C:25]([O:27][C:28]([CH3:31])([CH3:30])[CH3:29])=[O:26])[CH2:23][CH2:24]5)=[CH:16][CH:15]=4)[S:13][C:6]=23)=[C:2]([F:1])[CH:37]=1, predict the reactants needed to synthesize it.